This data is from HIV replication inhibition screening data with 41,000+ compounds from the AIDS Antiviral Screen. The task is: Binary Classification. Given a drug SMILES string, predict its activity (active/inactive) in a high-throughput screening assay against a specified biological target. (1) The compound is CCOC(=O)C1=CN(Cc2ccccc2)C2ON=C(c3ccc(Cl)cc3)C2C1. The result is 0 (inactive). (2) The drug is O=C(NCCc1c[nH]c2ccccc12)C(F)(F)F. The result is 0 (inactive). (3) The compound is CCCCNC1=C2C(=O)NN=C2CO1. The result is 0 (inactive). (4) The drug is CSc1nc(=O)c2nc(-c3cccs3)c(-c3cccs3)nc2n1C. The result is 0 (inactive). (5) The drug is Cc1cc2c(=O)cc(-c3cccs3)oc2c(C(=O)O)c1C. The result is 0 (inactive). (6) The molecule is ON=C1CCc2nonc2C1=NNc1ccccc1. The result is 0 (inactive).